The task is: Regression. Given two drug SMILES strings and cell line genomic features, predict the synergy score measuring deviation from expected non-interaction effect.. This data is from NCI-60 drug combinations with 297,098 pairs across 59 cell lines. (1) Drug 1: CCC(=C(C1=CC=CC=C1)C2=CC=C(C=C2)OCCN(C)C)C3=CC=CC=C3.C(C(=O)O)C(CC(=O)O)(C(=O)O)O. Drug 2: CC1=C(C=C(C=C1)NC(=O)C2=CC=C(C=C2)CN3CCN(CC3)C)NC4=NC=CC(=N4)C5=CN=CC=C5. Cell line: NCI-H322M. Synergy scores: CSS=4.65, Synergy_ZIP=-0.805, Synergy_Bliss=-0.350, Synergy_Loewe=-0.374, Synergy_HSA=-0.757. (2) Drug 1: CC1=C(C=C(C=C1)NC2=NC=CC(=N2)N(C)C3=CC4=NN(C(=C4C=C3)C)C)S(=O)(=O)N.Cl. Drug 2: C1=CC(=CC=C1CC(C(=O)O)N)N(CCCl)CCCl.Cl. Cell line: CCRF-CEM. Synergy scores: CSS=41.7, Synergy_ZIP=0.620, Synergy_Bliss=-1.20, Synergy_Loewe=-21.4, Synergy_HSA=-2.46. (3) Drug 1: CC1=C(C=C(C=C1)NC2=NC=CC(=N2)N(C)C3=CC4=NN(C(=C4C=C3)C)C)S(=O)(=O)N.Cl. Drug 2: C1=NC(=NC(=O)N1C2C(C(C(O2)CO)O)O)N. Cell line: HT29. Synergy scores: CSS=9.38, Synergy_ZIP=0.807, Synergy_Bliss=4.45, Synergy_Loewe=-3.87, Synergy_HSA=1.86. (4) Drug 1: CC1C(C(CC(O1)OC2CC(CC3=C2C(=C4C(=C3O)C(=O)C5=C(C4=O)C(=CC=C5)OC)O)(C(=O)CO)O)N)O.Cl. Drug 2: CCC1(C2=C(COC1=O)C(=O)N3CC4=CC5=C(C=CC(=C5CN(C)C)O)N=C4C3=C2)O.Cl. Cell line: RXF 393. Synergy scores: CSS=15.0, Synergy_ZIP=2.38, Synergy_Bliss=-2.89, Synergy_Loewe=-22.4, Synergy_HSA=-2.11. (5) Drug 1: CC12CCC3C(C1CCC2O)C(CC4=C3C=CC(=C4)O)CCCCCCCCCS(=O)CCCC(C(F)(F)F)(F)F. Drug 2: CS(=O)(=O)OCCCCOS(=O)(=O)C. Cell line: A498. Synergy scores: CSS=2.62, Synergy_ZIP=-1.65, Synergy_Bliss=-0.812, Synergy_Loewe=-0.939, Synergy_HSA=-0.849.